From a dataset of Forward reaction prediction with 1.9M reactions from USPTO patents (1976-2016). Predict the product of the given reaction. (1) Given the reactants [NH2:1][C:2]1[C:3]([C:7]([O:9]C)=O)=[N:4][NH:5][CH:6]=1.[CH3:11][NH2:12].CO, predict the reaction product. The product is: [NH2:1][C:2]1[C:3]([C:7]([NH:12][CH3:11])=[O:9])=[N:4][NH:5][CH:6]=1. (2) Given the reactants [C:1]1([S:7]([C:10]2[CH:19]=[C:18]3[C:13]([CH2:14][CH2:15][CH2:16][C:17]3=O)=[CH:12][CH:11]=2)(=[O:9])=[O:8])[CH:6]=[CH:5][CH:4]=[CH:3][CH:2]=1.[C:21]1([S:27]([C:30]2[CH:31]=[C:32]3[C:37](=[CH:38][CH:39]=2)[C:36]([CH2:40][NH2:41])=[CH:35][CH:34]=[CH:33]3)(=[O:29])=[O:28])[CH:26]=[CH:25][CH:24]=[CH:23][CH:22]=1.Cl.[CH3:43][C:44]1([CH3:52])[CH2:49][NH:48][CH:47](SC)[NH:46][CH2:45]1, predict the reaction product. The product is: [C:21]1([S:27]([C:30]2[CH:31]=[C:32]3[C:37](=[CH:38][CH:39]=2)[C:36]([CH2:40][NH2:41])=[CH:35][CH:34]=[CH:33]3)(=[O:29])=[O:28])[CH:22]=[CH:23][CH:24]=[CH:25][CH:26]=1.[C:1]1([S:7]([C:10]2[CH:19]=[C:18]3[C:13]([CH:14]=[CH:15][CH:16]=[C:17]3[CH2:40][NH:41][C:47]3[NH:46][CH2:45][C:44]([CH3:52])([CH3:43])[CH2:49][N:48]=3)=[CH:12][CH:11]=2)(=[O:9])=[O:8])[CH:6]=[CH:5][CH:4]=[CH:3][CH:2]=1. (3) Given the reactants [N:1]([C:4]1[CH:5]=[C:6]([CH:10]=[CH:11][C:12]=1[CH3:13])[C:7]([OH:9])=O)=[N+:2]=[N-:3].[NH2:14][C:15]1[C:16]([O:27][CH3:28])=[C:17]([CH:20]=[C:21]([C:23]([CH3:26])([CH3:25])[CH3:24])[CH:22]=1)[C:18]#[N:19].N(C1C=C(C=CC=1C)C(NC1C=C(C(C)(C)C)C=C(NS(C)(=O)=O)C=1OC)=O)=[N+]=[N-], predict the reaction product. The product is: [N:1]([C:4]1[CH:5]=[C:6]([CH:10]=[CH:11][C:12]=1[CH3:13])[C:7]([NH:14][C:15]1[CH:22]=[C:21]([C:23]([CH3:26])([CH3:24])[CH3:25])[CH:20]=[C:17]([C:18]#[N:19])[C:16]=1[O:27][CH3:28])=[O:9])=[N+:2]=[N-:3]. (4) Given the reactants Br[CH:2]=[C:3]1[C:9]2[CH:10]=[CH:11][CH:12]=[CH:13][C:8]=2[CH2:7][CH2:6][C:5]2[CH:14]=[CH:15][CH:16]=[CH:17][C:4]1=2.[C:18]1([CH3:27])[CH:23]=[CH:22][CH:21]=[C:20](B(O)O)[CH:19]=1, predict the reaction product. The product is: [CH3:27][C:18]1[CH:19]=[C:20]([CH:21]=[CH:22][CH:23]=1)[CH:2]=[C:3]1[C:9]2[CH:10]=[CH:11][CH:12]=[CH:13][C:8]=2[CH2:7][CH2:6][C:5]2[CH:14]=[CH:15][CH:16]=[CH:17][C:4]1=2.